This data is from Reaction yield outcomes from USPTO patents with 853,638 reactions. The task is: Predict the reaction yield, written as a fraction of the theoretical maximum amount of product (1.0 means a 100% yield; for example, 0.34 means a 34% yield). (1) The reactants are [OH:1][CH2:2][CH2:3][NH:4][CH2:5][C@H:6]([C:8]1[CH:13]=[CH:12][CH:11]=[CH:10][CH:9]=1)[OH:7].[C:14](O[C:14]([O:16][C:17]([CH3:20])([CH3:19])[CH3:18])=[O:15])([O:16][C:17]([CH3:20])([CH3:19])[CH3:18])=[O:15].C(N(CC)CC)C.O. The catalyst is C(Cl)Cl. The product is [C:17]([O:16][C:14](=[O:15])[N:4]([CH2:3][CH2:2][OH:1])[CH2:5][C@@H:6]([OH:7])[C:8]1[CH:13]=[CH:12][CH:11]=[CH:10][CH:9]=1)([CH3:20])([CH3:19])[CH3:18]. The yield is 0.260. (2) The reactants are [Si:1]([O:8][CH2:9][CH2:10][O:11][C:12]1[CH:18]=[CH:17][C:15]([NH2:16])=[CH:14][C:13]=1[O:19][CH:20]([F:22])[F:21])([C:4]([CH3:7])([CH3:6])[CH3:5])([CH3:3])[CH3:2].[CH:23]1([C:26]2[CH:38]=[CH:37][C:29]([O:30][C:31](=[CH:35][CH3:36])[C:32](O)=[O:33])=[CH:28][CH:27]=2)[CH2:25][CH2:24]1.C(N(CC)CC)C.C1C=CC2N(O)N=NC=2C=1.CCN=C=NCCCN(C)C. The catalyst is C(#N)C.O. The product is [Si:1]([O:8][CH2:9][CH2:10][O:11][C:12]1[CH:18]=[CH:17][C:15]([NH:16][C:32](=[O:33])[C:31]([O:30][C:29]2[CH:28]=[CH:27][C:26]([CH:23]3[CH2:24][CH2:25]3)=[CH:38][CH:37]=2)=[CH:35][CH3:36])=[CH:14][C:13]=1[O:19][CH:20]([F:21])[F:22])([C:4]([CH3:7])([CH3:6])[CH3:5])([CH3:3])[CH3:2]. The yield is 0.391. (3) The reactants are [NH2:1][C:2]1[CH:11]=[C:10]([C:12]([O-])=[O:13])[CH:9]=[CH:8][C:3]=1[C:4]([O:6][CH3:7])=[O:5].CN1CCOCC1.[BH4-].[Na+].[OH-].[Na+]. The catalyst is COCCOC.O. The product is [CH3:7][O:6][C:4](=[O:5])[C:3]1[CH:8]=[CH:9][C:10]([CH2:12][OH:13])=[CH:11][C:2]=1[NH2:1]. The yield is 0.860. (4) The catalyst is O1CCOCC1. The product is [C:47]([C:42]1[CH:43]=[C:44]2[C:39](=[C:40]([F:51])[CH:41]=1)[C:38](=[O:52])[N:37]([C:7]1[CH:8]=[CH:9][CH:10]=[C:11]([C:12]3[CH:17]=[C:16]([NH:18][C:19]4[CH:24]=[CH:23][C:22]([C:25]([N:27]5[CH2:28][CH2:29][C:30]([OH:34])([CH3:33])[CH2:31][CH2:32]5)=[O:26])=[CH:21][N:20]=4)[C:15](=[O:35])[N:14]([CH3:36])[N:13]=3)[C:6]=1[CH2:5][OH:4])[N:46]=[CH:45]2)([CH3:48])([CH3:49])[CH3:50]. The yield is 0.140. The reactants are C([O:4][CH2:5][C:6]1[C:11]([C:12]2[CH:17]=[C:16]([NH:18][C:19]3[CH:24]=[CH:23][C:22]([C:25]([N:27]4[CH2:32][CH2:31][C:30]([OH:34])([CH3:33])[CH2:29][CH2:28]4)=[O:26])=[CH:21][N:20]=3)[C:15](=[O:35])[N:14]([CH3:36])[N:13]=2)=[CH:10][CH:9]=[CH:8][C:7]=1[N:37]1[N:46]=[CH:45][C:44]2[C:39](=[C:40]([F:51])[CH:41]=[C:42]([C:47]([CH3:50])([CH3:49])[CH3:48])[CH:43]=2)[C:38]1=[O:52])(=O)C.[Li+].[OH-]. (5) The yield is 0.790. The reactants are C(O)(=O)C.[NH2:5][C:6]1[C:7](=[O:20])[N:8]([CH2:16][CH2:17][CH2:18][CH3:19])[C:9]2[CH2:10][CH2:11][CH2:12][CH2:13][C:14]=2[CH:15]=1.[CH2:21]([N:28]=[C:29]=[O:30])[C:22]1[CH:27]=[CH:26][CH:25]=[CH:24][CH:23]=1.Cl. The product is [CH2:21]([NH:28][C:29]([NH:5][C:6]1[C:7](=[O:20])[N:8]([CH2:16][CH2:17][CH2:18][CH3:19])[C:9]2[CH2:10][CH2:11][CH2:12][CH2:13][C:14]=2[CH:15]=1)=[O:30])[C:22]1[CH:27]=[CH:26][CH:25]=[CH:24][CH:23]=1. The catalyst is C(Cl)Cl.CN(C)C1C=CN=CC=1. (6) The catalyst is CN(C=O)C. The reactants are [CH3:1][NH:2][C:3]([NH2:5])=[O:4].[H-].[Na+].[CH2:8]([C:15]([CH3:26])([C:21]([O:23]CC)=O)[C:16]([O:18]CC)=O)[C:9]1[CH:14]=[CH:13][CH:12]=[CH:11][CH:10]=1. The yield is 0.960. The product is [CH2:8]([C:15]1([CH3:26])[C:16](=[O:18])[N:2]([CH3:1])[C:3](=[O:4])[NH:5][C:21]1=[O:23])[C:9]1[CH:10]=[CH:11][CH:12]=[CH:13][CH:14]=1. (7) The reactants are [NH2:1][C:2]1[N:7]=[CH:6][N:5]=[C:4]2[N:8]([CH2:26][C@H:27]3[CH2:31][CH2:30][CH2:29][N:28]3C(OC(C)(C)C)=O)[N:9]=[C:10]([C:11]3[CH:16]=[CH:15][C:14]([O:17][C:18]4[CH:23]=[CH:22][CH:21]=[C:20]([F:24])[C:19]=4[F:25])=[CH:13][CH:12]=3)[C:3]=12.[F:39][C:40]([F:45])([F:44])[C:41]([OH:43])=[O:42]. The catalyst is ClCCl. The product is [F:39][C:40]([F:45])([F:44])[C:41]([OH:43])=[O:42].[F:39][C:40]([F:45])([F:44])[C:41]([OH:43])=[O:42].[F:25][C:19]1[C:20]([F:24])=[CH:21][CH:22]=[CH:23][C:18]=1[O:17][C:14]1[CH:13]=[CH:12][C:11]([C:10]2[C:3]3[C:4](=[N:5][CH:6]=[N:7][C:2]=3[NH2:1])[N:8]([CH2:26][C@H:27]3[CH2:31][CH2:30][CH2:29][NH:28]3)[N:9]=2)=[CH:16][CH:15]=1. The yield is 0.460. (8) The reactants are [C:1]([O:5][C:6]([N:8]1[CH2:13][C@@H:12]([CH3:14])[N:11]([C:15]2[CH:16]=[C:17]3[C:26](=[CH:27][C:28]=2[C:29]2[CH:34]=[CH:33][CH:32]=[CH:31][C:30]=2[F:35])[O:25][CH2:24][C:23]2[N:18]3[CH:19]([CH3:45])[C:20](=[O:44])[N:21](COCC[Si](C)(C)C)[N:22]=2)[CH2:10][C@@H:9]1[CH3:46])=[O:7])([CH3:4])([CH3:3])[CH3:2].[F-].C([N+](CCCC)(CCCC)CCCC)CCC. The catalyst is O. The product is [C:1]([O:5][C:6]([N:8]1[CH2:13][C@@H:12]([CH3:14])[N:11]([C:15]2[CH:16]=[C:17]3[C:26](=[CH:27][C:28]=2[C:29]2[CH:34]=[CH:33][CH:32]=[CH:31][C:30]=2[F:35])[O:25][CH2:24][C:23]2[N:18]3[CH:19]([CH3:45])[C:20](=[O:44])[NH:21][N:22]=2)[CH2:10][C@@H:9]1[CH3:46])=[O:7])([CH3:2])([CH3:3])[CH3:4]. The yield is 0.700. (9) The reactants are [Cl:1][C:2]1[CH:7]=[CH:6][CH:5]=[CH:4][C:3]=1[NH:8][C:9]1[O:10][C:11]2[C:17]([F:18])=[C:16]([CH2:19][C:20]([O:22]C)=[O:21])[CH:15]=[CH:14][C:12]=2[N:13]=1.[OH-].[Na+]. The catalyst is C1COCC1.CO. The product is [Cl:1][C:2]1[CH:7]=[CH:6][CH:5]=[CH:4][C:3]=1[NH:8][C:9]1[O:10][C:11]2[C:17]([F:18])=[C:16]([CH2:19][C:20]([OH:22])=[O:21])[CH:15]=[CH:14][C:12]=2[N:13]=1. The yield is 0.900. (10) The reactants are [CH2:1]1[C:6]2=[CH:7][C:8]3[CH:9]=[CH:10][CH:11]=[CH:12][C:13]=3[N:5]2[CH2:4][CH2:3][NH:2]1.C(Cl)Cl.[Cl:17][CH:18]([CH3:22])[C:19](Cl)=[O:20]. No catalyst specified. The product is [Cl:17][CH:18]([CH3:22])[C:19]([N:2]1[CH2:3][CH2:4][N:5]2[C:13]3[CH:12]=[CH:11][CH:10]=[CH:9][C:8]=3[CH:7]=[C:6]2[CH2:1]1)=[O:20]. The yield is 0.930.